Dataset: Full USPTO retrosynthesis dataset with 1.9M reactions from patents (1976-2016). Task: Predict the reactants needed to synthesize the given product. (1) Given the product [CH2:27]([O:26][C@@H:25]1[C@@H:24]([O:34][CH2:35][C:36]2[CH:37]=[CH:38][CH:39]=[CH:40][CH:41]=2)[C@H:23]([O:42][CH2:43][C:44]2[CH:49]=[CH:48][CH:47]=[CH:46][CH:45]=2)[C@@H:22]([CH2:50][O:51][CH2:52][C:53]2[CH:54]=[CH:55][CH:56]=[CH:57][CH:58]=2)[O:21][C@H:20]1[C:13]1[C:14]2[C:19](=[CH:18][CH:17]=[CH:16][CH:15]=2)[NH:11][CH:12]=1)[C:28]1[CH:29]=[CH:30][CH:31]=[CH:32][CH:33]=1, predict the reactants needed to synthesize it. The reactants are: S([N:11]1[C:19]2[C:14](=[CH:15][CH:16]=[CH:17][CH:18]=2)[C:13]([C@H:20]2[C@H:25]([O:26][CH2:27][C:28]3[CH:33]=[CH:32][CH:31]=[CH:30][CH:29]=3)[C@@H:24]([O:34][CH2:35][C:36]3[CH:41]=[CH:40][CH:39]=[CH:38][CH:37]=3)[C@H:23]([O:42][CH2:43][C:44]3[CH:49]=[CH:48][CH:47]=[CH:46][CH:45]=3)[C@@H:22]([CH2:50][O:51][CH2:52][C:53]3[CH:58]=[CH:57][CH:56]=[CH:55][CH:54]=3)[O:21]2)=[CH:12]1)(C1C=CC(C)=CC=1)(=O)=O.[OH-].[K+]. (2) The reactants are: [NH2:1][CH2:2][C@H:3]1[N:8]([C:9]([C:11]2[N:12]=[C:13]([CH3:23])[S:14][C:15]=2[C:16]2[CH:17]=[C:18]([CH3:22])[CH:19]=[CH:20][CH:21]=2)=[O:10])[CH2:7][C@H:6]2[C@@H:4]1[CH2:5]2.[CH3:24][N:25]1[C:30]2=[C:31]([C:35](O)=[O:36])[CH:32]=[CH:33][CH:34]=[C:29]2[O:28][CH2:27][CH2:26]1. Given the product [CH3:23][C:13]1[S:14][C:15]([C:16]2[CH:17]=[C:18]([CH3:22])[CH:19]=[CH:20][CH:21]=2)=[C:11]([C:9]([N:8]2[CH2:7][C@H:6]3[C@H:4]([CH2:5]3)[C@H:3]2[CH2:2][NH:1][C:35]([C:31]2[CH:32]=[CH:33][CH:34]=[C:29]3[O:28][CH2:27][CH2:26][N:25]([CH3:24])[C:30]=23)=[O:36])=[O:10])[N:12]=1, predict the reactants needed to synthesize it. (3) The reactants are: [CH3:1][N:2]1[C:7]2=[C:8]3[N:13]([C:14]([C:15]4[CH:16]=[C:17]([CH:20]=[CH:21][CH:22]=4)[C:18]#[N:19])=[C:6]2[C:5](=[O:32])[N:4]([CH3:33])[C:3]1=[O:34])[CH2:12][CH2:11][CH:10]=[C:9]3B1OC(C)(C)C(C)(C)O1.I[C:36]1[S:37][CH:38]=[C:39]([CH3:41])[N:40]=1.[OH-].[Ba+2].[OH-]. Given the product [CH3:1][N:2]1[C:7]2=[C:8]3[N:13]([C:14]([C:15]4[CH:16]=[C:17]([CH:20]=[CH:21][CH:22]=4)[C:18]#[N:19])=[C:6]2[C:5](=[O:32])[N:4]([CH3:33])[C:3]1=[O:34])[CH2:12][CH2:11][CH:10]=[C:9]3[C:36]1[S:37][CH:38]=[C:39]([CH3:41])[N:40]=1, predict the reactants needed to synthesize it.